This data is from Catalyst prediction with 721,799 reactions and 888 catalyst types from USPTO. The task is: Predict which catalyst facilitates the given reaction. (1) Reactant: [CH3:1][O:2][C:3]1[CH:4]=[C:5]([CH:9]=O)[CH:6]=[N:7][CH:8]=1.[C:11](#[N:15])[CH2:12][C:13]#[N:14].N1CCCCC1.[NH2:22][C:23]1[CH:24]=[C:25]([OH:29])[CH:26]=[CH:27][CH:28]=1. Product: [NH2:14][C:13]1[O:29][C:25]2[C:26]([CH:9]([C:5]3[CH:6]=[N:7][CH:8]=[C:3]([O:2][CH3:1])[CH:4]=3)[C:12]=1[C:11]#[N:15])=[CH:27][CH:28]=[C:23]([NH2:22])[CH:24]=2. The catalyst class is: 8. (2) Reactant: [C:1]([O:5][C:6](=[O:25])[N:7]([CH:22]1[CH2:24][CH2:23]1)[CH2:8][CH2:9][CH2:10][CH2:11][NH:12][CH2:13][C:14]1[C:19]([CH3:20])=[CH:18][C:17]([CH3:21])=[CH:16][N:15]=1)([CH3:4])([CH3:3])[CH3:2].CCN(C(C)C)C(C)C.[Cl:35][C:36]1[CH:41]=[CH:40][C:39]([C:42]([C:45]2[C:46]([CH2:51]OS(C)(=O)=O)=[N:47][CH:48]=[CH:49][CH:50]=2)([CH3:44])[CH3:43])=[CH:38][CH:37]=1. Product: [C:1]([O:5][C:6](=[O:25])[N:7]([CH2:8][CH2:9][CH2:10][CH2:11][N:12]([CH2:51][C:46]1[C:45]([C:42]([C:39]2[CH:38]=[CH:37][C:36]([Cl:35])=[CH:41][CH:40]=2)([CH3:44])[CH3:43])=[CH:50][CH:49]=[CH:48][N:47]=1)[CH2:13][C:14]1[C:19]([CH3:20])=[CH:18][C:17]([CH3:21])=[CH:16][N:15]=1)[CH:22]1[CH2:23][CH2:24]1)([CH3:4])([CH3:2])[CH3:3]. The catalyst class is: 23.